Dataset: Drug-target binding data from BindingDB using IC50 measurements. Task: Regression. Given a target protein amino acid sequence and a drug SMILES string, predict the binding affinity score between them. We predict pIC50 (pIC50 = -log10(IC50 in M); higher means more potent). Dataset: bindingdb_ic50. (1) The target protein (Q9UBF8) has sequence MGDTVVEPAPLKPTSEPTSGPPGNNGGSLLSVITEGVGELSVIDPEVAQKACQEVLEKVKLLHGGVAVSSRGTPLELVNGDGVDSEIRCLDDPPAQIREEEDEMGAAVASGTAKGARRRRQNNSAKQSWLLRLFESKLFDISMAISYLYNSKEPGVQAYIGNRLFCFRNEDVDFYLPQLLNMYIHMDEDVGDAIKPYIVHRCRQSINFSLQCALLLGAYSSDMHISTQRHSRGTKLRKLILSDELKPAHRKRELPSLSPAPDTGLSPSKRTHQRSKSDATASISLSSNLKRTASNPKVENEDEELSSSTESIDNSFSSPVRLAPEREFIKSLMAIGKRLATLPTKEQKTQRLISELSLLNHKLPARVWLPTAGFDHHVVRVPHTQAVVLNSKDKAPYLIYVEVLECENFDTTSVPARIPENRIRSTRSVENLPECGITHEQRAGSFSTVPNYDNDDEAWSVDDIGELQVELPEVHTNSCDNISQFSVDSITSQESKEPVF.... The pIC50 is 5.0. The compound is Cc1ccc(S(=O)(=O)NCC(C)(C)O)cc1-c1cnc(N)c(-c2ccn(C)n2)c1. (2) The drug is O=C(Nc1ccc(O)cc1)NC1CCCCC1. The target protein (Q9D379) has sequence MWLELILASVLGFVIYWFVSRDKEETLPLEDGWWGPGSKPSAKEDESIRPFKVETSDEEIKDLHQRIDRFRASPPLEGSRFHYGFNSSYLKKVVSFWRNEFDWRKQVEILNQYPHFKTKIEGLDIHFIHVKPPQLPSGRTPKPLLMVHGWPGSFYEFYKIIPLLTDPKTHGLSDEHVFEVICPSIPGYGFSEASSKKGLNSVATARIFYKLMSRLGFQKFYIQGGDWGSLICTNIAQMVPNHVKGLHLNMSFISRNIYSLTPLLGQRFGRFLGYTEKDLELLYPFKEKVFYNIMRESGYLHIQATKPDTVGCALNDSPVGLAAYILEKFSTWTKSEYRELEDGGLERKFSLEDLLTNIMIYWTTGTIVSSQRFYKENLGQGVMVHRHEGMKVFVPTGYSAFPSEILHAPEKWVKVKYPKLISYSYMERGGHFAAFEEPKLLAQDIRKFVSLAELQ. The pIC50 is 6.1. (3) The small molecule is NC(=O)c1cccc(-n2nc3c(c2O)SCC3)c1. The target protein (P0A091) has sequence MLNYTGLENKNVLVVGLAKSGYEAAKLLSKLGANVTVNDGKDLSQDAHAKDLESMGISVVSGSHPLTLLDNNPIIVKNPGIPYTVSIIDEAVKRGLKILTEVELSYLISEAPIIAVTGTNGKTTVTSLIGDMFKKSRLTGRLSGNIGYVASKVAQEVKPTDYLVTELSSFQLLGIEKYKPHIAIITNIYSAHLDYHENLENYQNAKKQIYKNQTEEDYLICNYHQRQVIESEELKAKTLYFSTQQEVDGIYIKDGFIVYKGVRIINTEDLVLPGEHNLENILAAVLACILAGVPIKAIIDSLTTFSGIEHRLQYVGTNRTNKYYNDSKATNTLATQFALNSFNQPIIWLCGGLDRGNEFDELIPYMENVRAMVVFGQTKAKFAKLGNSQGKSVIEANNVEDAVDKVQDIIEPNDVVLLSPACASWDQYSTFEERGEKFIERFRAHLPSY. The pIC50 is 4.3.